This data is from Forward reaction prediction with 1.9M reactions from USPTO patents (1976-2016). The task is: Predict the product of the given reaction. (1) Given the reactants [NH2:1][C:2]1[CH:3]=[C:4]([C:8]2([CH2:20][CH2:21][CH3:22])[CH2:13][CH2:12][N:11]([CH2:14][CH2:15][CH2:16][CH2:17][CH2:18][CH3:19])[CH2:10][CH2:9]2)[CH:5]=[CH:6][CH:7]=1.[CH3:23][S:24](Cl)(=[O:26])=[O:25].ClCCl, predict the reaction product. The product is: [NH3:1].[CH2:14]([N:11]1[CH2:12][CH2:13][C:8]([C:4]2[CH:5]=[CH:6][CH:7]=[C:2]([NH:1][S:24]([CH3:23])(=[O:26])=[O:25])[CH:3]=2)([CH2:20][CH2:21][CH3:22])[CH2:9][CH2:10]1)[CH2:15][CH2:16][CH2:17][CH2:18][CH3:19]. (2) Given the reactants C[O:2][C:3](=O)[C:4]([N:7]1[CH:11]=[C:10]([NH:12][C:13](=[O:31])[CH:14]([NH:18][CH:19]2[CH2:28][CH2:27][C:26]3[C:21](=[C:22]([F:30])[CH:23]=[C:24]([F:29])[CH:25]=3)[CH2:20]2)[CH2:15][CH2:16][CH3:17])[N:9]=[CH:8]1)([CH3:6])[CH3:5].[H-].[H-].[H-].[H-].[Li+].[Al+3], predict the reaction product. The product is: [OH:2][CH2:3][C:4]([N:7]1[CH:11]=[C:10]([NH:12][C:13](=[O:31])[CH:14]([NH:18][CH:19]2[CH2:28][CH2:27][C:26]3[C:21](=[C:22]([F:30])[CH:23]=[C:24]([F:29])[CH:25]=3)[CH2:20]2)[CH2:15][CH2:16][CH3:17])[N:9]=[CH:8]1)([CH3:5])[CH3:6]. (3) Given the reactants [C:1]([C:5]1[N:9]([CH3:10])[N:8]([CH2:11][CH:12]2[CH2:15][CH2:14][CH2:13]2)[C:7](=[NH:16])[CH:6]=1)([CH3:4])([CH3:3])[CH3:2].CCN(CC)CC.[F:24][C:25]1[CH:33]=[CH:32][C:31]([CH3:34])=[CH:30][C:26]=1[C:27](Cl)=[O:28], predict the reaction product. The product is: [C:1]([C:5]1[N:9]([CH3:10])[N:8]([CH2:11][CH:12]2[CH2:13][CH2:14][CH2:15]2)/[C:7](=[N:16]/[C:27](=[O:28])[C:26]2[CH:30]=[C:31]([CH3:34])[CH:32]=[CH:33][C:25]=2[F:24])/[CH:6]=1)([CH3:4])([CH3:2])[CH3:3]. (4) Given the reactants Br[C:2]1[CH:3]=[C:4]([C:11]([F:14])([F:13])[F:12])[CH:5]=[C:6]2[C:10]=1[NH:9][CH:8]=[CH:7]2.[Li]CCCC.CN(C)[CH:22]=[O:23], predict the reaction product. The product is: [F:12][C:11]([F:14])([F:13])[C:4]1[CH:5]=[C:6]2[C:10](=[C:2]([CH:22]=[O:23])[CH:3]=1)[NH:9][CH:8]=[CH:7]2.